This data is from Forward reaction prediction with 1.9M reactions from USPTO patents (1976-2016). The task is: Predict the product of the given reaction. (1) Given the reactants [CH2:1]([C:5]1[C:9]([CH2:10][O:11][C:12]2[CH:13]=[C:14]([C:17]([OH:19])=O)[NH:15][N:16]=2)=[C:8]([CH3:20])[O:7][N:6]=1)[CH2:2][CH2:3][CH3:4].FC1C=CC(C2C(CO[C:35]3[CH:36]=[C:37]([C:40](O)=O)[NH:38][N:39]=3)=C(C)ON=2)=CC=1, predict the reaction product. The product is: [N:39]1([NH:38][C:17]([C:14]2[NH:15][N:16]=[C:12]([O:11][CH2:10][C:9]3[C:5]([CH2:1][CH2:2][CH2:3][CH3:4])=[N:6][O:7][C:8]=3[CH3:20])[CH:13]=2)=[O:19])[CH2:40][CH2:37][CH2:36][CH2:35]1. (2) The product is: [Br:1][C:2]1[CH:31]=[CH:30][C:29]([F:32])=[CH:28][C:3]=1[O:4][CH:5]1[CH2:10][CH2:9][N:8]([C:11]2[N:15]=[C:14]([C:16]3[CH:20]=[CH:19][N:18]([CH2:21][CH2:22][C:23]([OH:25])=[O:24])[N:17]=3)[O:13][N:12]=2)[CH2:7][CH2:6]1. Given the reactants [Br:1][C:2]1[CH:31]=[CH:30][C:29]([F:32])=[CH:28][C:3]=1[O:4][CH:5]1[CH2:10][CH2:9][N:8]([C:11]2[N:15]=[C:14]([C:16]3[CH:20]=[CH:19][N:18]([CH2:21][CH2:22][C:23]([O:25]CC)=[O:24])[N:17]=3)[O:13][N:12]=2)[CH2:7][CH2:6]1.C(O)(=O)C.Cl, predict the reaction product. (3) Given the reactants [Cl:1][C:2]1[CH:7]=[C:6]([C:8]2[N:13]=[C:12](SC)[N:11]=[C:10]([NH:16][CH2:17][CH:18](OC)OC)[CH:9]=2)[CH:5]=[CH:4][N:3]=1.[OH2:23].Cl, predict the reaction product. The product is: [Cl:1][C:2]1[CH:7]=[C:6]([C:8]2[N:13]=[C:12]([OH:23])[N:11]3[CH:18]=[CH:17][N:16]=[C:10]3[CH:9]=2)[CH:5]=[CH:4][N:3]=1.